The task is: Regression/Classification. Given a drug SMILES string, predict its toxicity properties. Task type varies by dataset: regression for continuous values (e.g., LD50, hERG inhibition percentage) or binary classification for toxic/non-toxic outcomes (e.g., AMES mutagenicity, cardiotoxicity, hepatotoxicity). Dataset: ld50_zhu.. This data is from Acute oral toxicity (LD50) regression data from Zhu et al.. The molecule is CC(Cl)(Cl)[N+](=O)[O-]. The rat oral LD50 is 2.54, given as -log10 of the dose in mol/kg body weight (higher means more acutely toxic).